This data is from Full USPTO retrosynthesis dataset with 1.9M reactions from patents (1976-2016). The task is: Predict the reactants needed to synthesize the given product. Given the product [Br:1][C:2]1[C:3]([NH:9][C:10]2[CH:15]=[CH:14][C:13]([O:16][CH3:17])=[CH:12][C:11]=2[NH:18][S:19]([CH3:22])(=[O:21])=[O:20])=[N:4][C:5]([NH:27][C:26]2[CH:28]=[C:29]([O:32][CH3:33])[CH:30]=[CH:31][C:25]=2[O:24][CH3:23])=[N:6][CH:7]=1, predict the reactants needed to synthesize it. The reactants are: [Br:1][C:2]1[C:3]([NH:9][C:10]2[CH:15]=[CH:14][C:13]([O:16][CH3:17])=[CH:12][C:11]=2[NH:18][S:19]([CH3:22])(=[O:21])=[O:20])=[N:4][C:5](Cl)=[N:6][CH:7]=1.[CH3:23][O:24][C:25]1[CH:31]=[CH:30][C:29]([O:32][CH3:33])=[CH:28][C:26]=1[NH2:27].